Dataset: Experimentally validated miRNA-target interactions with 360,000+ pairs, plus equal number of negative samples. Task: Binary Classification. Given a miRNA mature sequence and a target amino acid sequence, predict their likelihood of interaction. The miRNA is hsa-miR-591 with sequence AGACCAUGGGUUCUCAUUGU. The protein sequence of the target gene is MTLSPLLLFLPPLLLLLDVPTAAVQASPLQALDFFGNGPPVNYKTGNLYLRGPLKKSNAPLVNVTLYYEALCGGCRAFLIRELFPTWLLVMEILNVTLVPYGNAQEQNVSGRWEFKCQHGEEECKFNKVEACVLDELDMELAFLTIVCMEEFEDMERSLPLCLQLYAPGLSPDTIMECAMGDRGMQLMHANAQRTDALQPPHEYVPWVTVNGKPLEDQTQLLTLVCQLYQGKKPDVCPSSTSSLRSVCFK. Result: 0 (no interaction).